From a dataset of Catalyst prediction with 721,799 reactions and 888 catalyst types from USPTO. Predict which catalyst facilitates the given reaction. Reactant: [CH2:1]([O:3][C:4]([C:6]1[C:11]([Cl:12])=[CH:10][C:9](=[O:13])[N:8]([CH3:14])[CH:7]=1)=[O:5])[CH3:2].C1C(=O)N([Cl:22])C(=O)C1. Product: [CH2:1]([O:3][C:4]([C:6]1[C:11]([Cl:12])=[C:10]([Cl:22])[C:9](=[O:13])[N:8]([CH3:14])[CH:7]=1)=[O:5])[CH3:2]. The catalyst class is: 31.